Dataset: Reaction yield outcomes from USPTO patents with 853,638 reactions. Task: Predict the reaction yield, written as a fraction of the theoretical maximum amount of product (1.0 means a 100% yield; for example, 0.34 means a 34% yield). (1) The reactants are [C:1](Cl)(=[O:5])[C:2](Cl)=[O:3].[Br:7][C:8]1[CH:9]=[C:10]([SH:14])[CH:11]=[CH:12][CH:13]=1.[Cl-].[Al+3].[Cl-].[Cl-]. The catalyst is CCOCC.CCOC(C)=O. The product is [Br:7][C:8]1[CH:13]=[CH:12][C:11]2[C:2](=[O:3])[C:1](=[O:5])[S:14][C:10]=2[CH:9]=1. The yield is 0.500. (2) The reactants are [CH3:1][C:2]([C:4]1[C:9]([Cl:10])=[C:8]([F:11])[CH:7]=[CH:6][C:5]=1[Cl:12])=[O:3].[H-].[Al+3].[Li+].[H-].[H-].[H-].[OH-].[Na+].[O-]S([O-])(=O)=O.[Mg+2]. The catalyst is C1COCC1.O. The product is [Cl:10][C:9]1[C:8]([F:11])=[CH:7][CH:6]=[C:5]([Cl:12])[C:4]=1[CH:2]([OH:3])[CH3:1]. The yield is 0.950. (3) The reactants are [S:1]1[C:6]2[CH:7]=[CH:8][CH:9]=[CH:10][C:5]=2[NH:4][C:3](=[O:11])[CH2:2]1.Br[CH2:13][C@H:14]([CH3:24])[CH2:15][O:16][Si:17]([C:20]([CH3:23])([CH3:22])[CH3:21])([CH3:19])[CH3:18].C(=O)([O-])[O-].[Cs+].[Cs+]. The catalyst is CN(C=O)C. The product is [Si:17]([O:16][CH2:15][C@@H:14]([CH3:24])[CH2:13][N:4]1[C:5]2[CH:10]=[CH:9][CH:8]=[CH:7][C:6]=2[S:1][CH2:2][C:3]1=[O:11])([C:20]([CH3:21])([CH3:22])[CH3:23])([CH3:18])[CH3:19]. The yield is 0.700. (4) The reactants are [OH-].[K+].C[O:4][C:5]([C:7]1[CH:16]=[CH:15][C:14]2[C:9](=[CH:10][CH:11]=[C:12]([C:17]([CH2:37][CH3:38])([C:20]3[CH:25]=[CH:24][C:23]([O:26][CH:27]([CH2:34][CH3:35])[CH:28]([OH:33])[C:29]([CH3:32])([CH3:31])[CH3:30])=[C:22]([CH3:36])[CH:21]=3)[CH2:18][CH3:19])[CH:13]=2)[CH:8]=1)=[O:6].C1COCC1.CO. The catalyst is O. The product is [CH2:18]([C:17]([C:12]1[CH:13]=[C:14]2[C:9](=[CH:10][CH:11]=1)[CH:8]=[C:7]([C:5]([OH:6])=[O:4])[CH:16]=[CH:15]2)([C:20]1[CH:25]=[CH:24][C:23]([O:26][CH:27]([CH2:34][CH3:35])[CH:28]([OH:33])[C:29]([CH3:32])([CH3:30])[CH3:31])=[C:22]([CH3:36])[CH:21]=1)[CH2:37][CH3:38])[CH3:19]. The yield is 0.970. (5) The reactants are C([O:3][C:4]([C:6]1([NH:16][C:17](=[O:31])[C:18]2[CH:23]=[C:22]([Cl:24])[CH:21]=[C:20]([Cl:25])[C:19]=2[O:26][CH:27]2[CH2:30][CH2:29][CH2:28]2)[CH2:14][C:13]2[C:8](=[CH:9][CH:10]=[C:11]([F:15])[CH:12]=2)[CH2:7]1)=[O:5])C.[OH-].[K+].O. The catalyst is CCO. The product is [Cl:25][C:20]1[C:19]([O:26][CH:27]2[CH2:30][CH2:29][CH2:28]2)=[C:18]([CH:23]=[C:22]([Cl:24])[CH:21]=1)[C:17]([NH:16][C:6]1([C:4]([OH:5])=[O:3])[CH2:14][C:13]2[C:8](=[CH:9][CH:10]=[C:11]([F:15])[CH:12]=2)[CH2:7]1)=[O:31]. The yield is 0.710. (6) The reactants are C([Mg]Cl)(C)C.Br[C:7]1[C:8]([O:15][CH3:16])=[N:9][CH:10]=[C:11]([Cl:14])[C:12]=1[CH3:13].ClC1C(C)=C([Mg]Cl)C(OC)=NC=1.[Cu]C#N.[Cl-].[Li+].ClC1C(C)=C([Cu])C(OC)=NC=1.[CH3:45][O:46][C:47]1[C:55]([O:56][CH3:57])=[C:54]([O:58][CH3:59])[CH:53]=[C:52]([CH3:60])[C:48]=1[C:49](O)=[O:50].N1C=CC=CC=1[Cu].O.N. The catalyst is O1CCCC1.S(Cl)(Cl)=O.O. The product is [CH3:45][O:46][C:47]1[C:55]([O:56][CH3:57])=[C:54]([O:58][CH3:59])[CH:53]=[C:52]([CH3:60])[C:48]=1[C:49]([C:7]1[C:8]([O:15][CH3:16])=[N:9][CH:10]=[C:11]([Cl:14])[C:12]=1[CH3:13])=[O:50]. The yield is 0.570. (7) The product is [CH3:1][C:2]1[O:6][C:5]([C:7]2[C:8]3[NH:15][N:16]=[N:14][C:9]=3[N:10]=[C:11]([NH2:13])[N:12]=2)=[CH:4][CH:3]=1. The yield is 0.770. The catalyst is O1CCOCC1. The reactants are [CH3:1][C:2]1[O:6][C:5]([C:7]2[N:12]=[C:11]([NH2:13])[N:10]=[C:9]([NH2:14])[C:8]=2[NH2:15])=[CH:4][CH:3]=1.[N:16](OCCC(C)C)=O. (8) The yield is 0.800. The catalyst is C(Cl)Cl. The product is [C:12]([N:19]1[CH2:24][CH2:23][CH2:22][CH:21]([CH:25]=[O:26])[CH2:20]1)([O:14][C:15]([CH3:18])([CH3:17])[CH3:16])=[O:13]. The reactants are [Cr](Cl)([O-])(=O)=O.[NH+]1C=CC=CC=1.[C:12]([N:19]1[CH2:24][CH2:23][CH2:22][CH:21]([CH2:25][OH:26])[CH2:20]1)([O:14][C:15]([CH3:18])([CH3:17])[CH3:16])=[O:13].